This data is from Reaction yield outcomes from USPTO patents with 853,638 reactions. The task is: Predict the reaction yield, written as a fraction of the theoretical maximum amount of product (1.0 means a 100% yield; for example, 0.34 means a 34% yield). (1) The reactants are [CH3:1][CH:2]1[NH:7][CH:6]([CH3:8])[CH2:5][N:4]([C:9]2[CH:16]=[CH:15][C:12]([CH:13]=[O:14])=[CH:11][CH:10]=2)[CH2:3]1.CCN(CC)CC.[C:24](Cl)(=[O:26])[CH3:25]. The catalyst is C(Cl)Cl. The product is [C:24]([N:7]1[CH:2]([CH3:1])[CH2:3][N:4]([C:9]2[CH:16]=[CH:15][C:12]([CH:13]=[O:14])=[CH:11][CH:10]=2)[CH2:5][CH:6]1[CH3:8])(=[O:26])[CH3:25]. The yield is 0.830. (2) The reactants are [CH2:1]([N:7]1[CH:12]=[CH:11][C:10]([NH:13]C(=O)C)=[N:9][C:8]1=[O:17])[CH2:2][CH2:3][CH2:4][CH2:5][CH3:6]. The catalyst is N.CO. The product is [NH2:13][C:10]1[CH:11]=[CH:12][N:7]([CH2:1][CH2:2][CH2:3][CH2:4][CH2:5][CH3:6])[C:8](=[O:17])[N:9]=1. The yield is 0.630. (3) The reactants are [CH3:1][N:2]1[C:10]2[C:5](=[CH:6][CH:7]=[CH:8][C:9]=2[C:11]([O:13]C)=[O:12])[CH:4]=[N:3]1.[OH-].[Na+]. The catalyst is O1CCOCC1. The product is [CH3:1][N:2]1[C:10]2[C:5](=[CH:6][CH:7]=[CH:8][C:9]=2[C:11]([OH:13])=[O:12])[CH:4]=[N:3]1. The yield is 0.970. (4) The reactants are C(NC(C)C)(C)C.[Li]CCCC.[CH2:13]([N:20]1[C:25](=[O:26])[CH:24]=[C:23]2[S:27][CH:28]=[CH:29][N:22]2[C:21]1=[O:30])[C:14]1[CH:19]=[CH:18][CH:17]=[CH:16][CH:15]=1.[CH2:31]([O:38][C:39](Cl)=[O:40])[C:32]1[CH:37]=[CH:36][CH:35]=[CH:34][CH:33]=1. The catalyst is C1COCC1. The product is [CH2:31]([O:38][C:39]([C:28]1[S:27][C:23]2[N:22]([C:21](=[O:30])[N:20]([CH2:13][C:14]3[CH:15]=[CH:16][CH:17]=[CH:18][CH:19]=3)[C:25](=[O:26])[CH:24]=2)[CH:29]=1)=[O:40])[C:32]1[CH:37]=[CH:36][CH:35]=[CH:34][CH:33]=1. The yield is 0.180. (5) The reactants are [NH2:1][CH2:2][CH2:3][CH2:4][OH:5].[CH2:6]=[C:7]1[O:11][C:9](=[O:10])[CH2:8]1. The catalyst is O1CCCC1. The product is [OH:5][CH2:4][CH2:3][CH2:2][NH:1][C:9](=[O:10])[CH2:8][C:7](=[O:11])[CH3:6]. The yield is 0.830.